This data is from Forward reaction prediction with 1.9M reactions from USPTO patents (1976-2016). The task is: Predict the product of the given reaction. (1) The product is: [NH2:11][CH2:10][C:9]1[CH:19]=[CH:20][C:6]([NH:5][S:2]([CH3:1])(=[O:4])=[O:3])=[C:7]([CH:21]=[CH2:22])[CH:8]=1. Given the reactants [CH3:1][S:2]([NH:5][C:6]1[CH:20]=[CH:19][C:9]([CH2:10][NH:11]C(=O)OC(C)(C)C)=[CH:8][C:7]=1[CH:21]=[CH2:22])(=[O:4])=[O:3].C(O)(C(F)(F)F)=O, predict the reaction product. (2) Given the reactants [C:1]([C:3]1[C:8]([O:9][CH:10]([F:12])[F:11])=[CH:7][CH:6]=[CH:5][C:4]=1[S:13](Cl)(=[O:15])=[O:14])#[N:2].[S:17]1[CH2:21][CH2:20][NH:19][CH2:18]1, predict the reaction product. The product is: [F:11][CH:10]([F:12])[O:9][C:8]1[CH:7]=[CH:6][CH:5]=[C:4]([S:13]([N:19]2[CH2:20][CH2:21][S:17][CH2:18]2)(=[O:15])=[O:14])[C:3]=1[C:1]#[N:2]. (3) The product is: [Cl:1][C:2]1[CH:3]=[C:4]2[C:9](=[CH:10][C:11]=1[N:12]1[CH2:17][C:16]3[C:18]([CH:24]4[CH2:25][CH2:26]4)=[N:19][C:20]([C:22]4[NH:35][C:37](=[O:40])[O:38][N:23]=4)=[CH:21][C:15]=3[NH:14][C:13]1=[O:27])[O:8][CH:7]([C:28]1[C:33]([F:34])=[CH:32][CH:31]=[CH:30][N:29]=1)[CH2:6][CH2:5]2. Given the reactants [Cl:1][C:2]1[CH:3]=[C:4]2[C:9](=[CH:10][C:11]=1[N:12]1[CH2:17][C:16]3[C:18]([CH:24]4[CH2:26][CH2:25]4)=[N:19][C:20]([C:22]#[N:23])=[CH:21][C:15]=3[NH:14][C:13]1=[O:27])[O:8][CH:7]([C:28]1[C:33]([F:34])=[CH:32][CH:31]=[CH:30][N:29]=1)[CH2:6][CH2:5]2.[NH2:35]O.[C:37](=[O:40])([O-])[O-:38].[Na+].[Na+].O, predict the reaction product. (4) Given the reactants Br[C:2]1[CH:3]=[CH:4][C:5]2[O:9][N:8]=[C:7]([O:10][CH2:11][C:12]3[N:17]=[CH:16][CH:15]=[CH:14][N:13]=3)[C:6]=2[CH:18]=1.[F:19][C:20]([F:32])([F:31])[O:21][C:22]1[CH:27]=[CH:26][C:25](B(O)O)=[CH:24][CH:23]=1.C(=O)([O-])[O-].[K+].[K+].O, predict the reaction product. The product is: [N:13]1[CH:14]=[CH:15][CH:16]=[N:17][C:12]=1[CH2:11][O:10][C:7]1[C:6]2[CH:18]=[C:2]([C:25]3[CH:24]=[CH:23][C:22]([O:21][C:20]([F:19])([F:31])[F:32])=[CH:27][CH:26]=3)[CH:3]=[CH:4][C:5]=2[O:9][N:8]=1. (5) Given the reactants [O:1]=[C:2]1[CH:11]=[CH:10][C:9]2[N:8]=[CH:7][CH:6]=[C:5]3[CH:12]([CH2:14][N:15]4[CH2:20][CH2:19][CH:18]([NH:21]C(=O)OC(C)(C)C)[CH2:17][CH2:16]4)[CH2:13][N:3]1[C:4]=23.Cl, predict the reaction product. The product is: [NH2:21][CH:18]1[CH2:19][CH2:20][N:15]([CH2:14][CH:12]2[C:5]3=[CH:6][CH:7]=[N:8][C:9]4[CH:10]=[CH:11][C:2](=[O:1])[N:3]([C:4]=43)[CH2:13]2)[CH2:16][CH2:17]1. (6) The product is: [F:15][C:16]1[CH:21]=[C:20]([F:22])[CH:19]=[CH:18][C:17]=1[S:23]([NH:26][C:27]1[C:28]([O:42][CH3:43])=[N:29][CH:30]=[C:31]([C:2]2[CH:7]=[CH:6][N:5]3[N:8]=[CH:9][C:10]([C:11]#[C:12][CH2:13][OH:14])=[C:4]3[N:3]=2)[CH:32]=1)(=[O:25])=[O:24]. Given the reactants Cl[C:2]1[CH:7]=[CH:6][N:5]2[N:8]=[CH:9][C:10]([C:11]#[C:12][CH2:13][OH:14])=[C:4]2[N:3]=1.[F:15][C:16]1[CH:21]=[C:20]([F:22])[CH:19]=[CH:18][C:17]=1[S:23]([NH:26][C:27]1[C:28]([O:42][CH3:43])=[N:29][CH:30]=[C:31](B2OC(C)(C)C(C)(C)O2)[CH:32]=1)(=[O:25])=[O:24].C(Cl)Cl.C([O-])([O-])=O.[Na+].[Na+], predict the reaction product.